Dataset: Reaction yield outcomes from USPTO patents with 853,638 reactions. Task: Predict the reaction yield, written as a fraction of the theoretical maximum amount of product (1.0 means a 100% yield; for example, 0.34 means a 34% yield). The reactants are Br[C:2]1[CH:3]=[C:4]2[C:9](=[C:10]([F:12])[CH:11]=1)[N:8]=[C:7]([Cl:13])[N:6]=[CH:5]2.[CH3:14][O:15][C:16]1[CH:17]=[C:18](B(O)O)[CH:19]=[C:20]([O:22][CH3:23])[CH:21]=1.C(=O)([O-])[O-].[Cs+].[Cs+]. The catalyst is C1COCC1.O.Cl[Pd](Cl)([P](C1C=CC=CC=1)(C1C=CC=CC=1)C1C=CC=CC=1)[P](C1C=CC=CC=1)(C1C=CC=CC=1)C1C=CC=CC=1. The product is [Cl:13][C:7]1[N:6]=[CH:5][C:4]2[C:9](=[C:10]([F:12])[CH:11]=[C:2]([C:18]3[CH:17]=[C:16]([O:15][CH3:14])[CH:21]=[C:20]([O:22][CH3:23])[CH:19]=3)[CH:3]=2)[N:8]=1. The yield is 0.510.